From a dataset of Catalyst prediction with 721,799 reactions and 888 catalyst types from USPTO. Predict which catalyst facilitates the given reaction. Reactant: [Cl:1][C:2]1[C:10]([OH:11])=[CH:9][CH:8]=[C:7]2[C:3]=1[CH:4]=[C:5]([C:17]([O:19][CH2:20][CH3:21])=[O:18])[N:6]2[CH2:12][C:13]([F:16])([F:15])[F:14].N1C=CC=CC=1.[S:28](O[S:28]([C:31]([F:34])([F:33])[F:32])(=[O:30])=[O:29])([C:31]([F:34])([F:33])[F:32])(=[O:30])=[O:29]. Product: [Cl:1][C:2]1[C:10]([O:11][S:28]([C:31]([F:34])([F:33])[F:32])(=[O:30])=[O:29])=[CH:9][CH:8]=[C:7]2[C:3]=1[CH:4]=[C:5]([C:17]([O:19][CH2:20][CH3:21])=[O:18])[N:6]2[CH2:12][C:13]([F:16])([F:14])[F:15]. The catalyst class is: 2.